Dataset: Forward reaction prediction with 1.9M reactions from USPTO patents (1976-2016). Task: Predict the product of the given reaction. (1) Given the reactants [CH3:1][C:2]1[C:6]([C:7]2[C:8]([O:21][CH3:22])=[CH:9][C:10]3[C:11]4[NH:19][C:18](=[O:20])[O:17][C:12]=4[CH:13]=[N:14][C:15]=3[CH:16]=2)=[C:5]([CH3:23])[O:4][N:3]=1.C([O-])([O-])=O.[Cs+].[Cs+].Br[CH2:31][C:32]1[CH:37]=[CH:36][CH:35]=[CH:34][C:33]=1[S:38]([CH3:41])(=[O:40])=[O:39], predict the reaction product. The product is: [CH3:1][C:2]1[C:6]([C:7]2[C:8]([O:21][CH3:22])=[CH:9][C:10]3[C:11]4[N:19]([CH2:31][C:32]5[CH:37]=[CH:36][CH:35]=[CH:34][C:33]=5[S:38]([CH3:41])(=[O:40])=[O:39])[C:18](=[O:20])[O:17][C:12]=4[CH:13]=[N:14][C:15]=3[CH:16]=2)=[C:5]([CH3:23])[O:4][N:3]=1. (2) The product is: [Cl:17][C:2]1[CH:11]=[C:10]([C:12]([OH:14])=[O:13])[C:9]2[C:4](=[CH:5][CH:6]=[CH:7][CH:8]=2)[N:3]=1. Given the reactants O[C:2]1[CH:11]=[C:10]([C:12]([OH:14])=[O:13])[C:9]2[C:4](=[CH:5][CH:6]=[CH:7][CH:8]=2)[N:3]=1.O=P(Cl)(Cl)[Cl:17], predict the reaction product. (3) Given the reactants C(OC([NH:8][C:9]1[C:17]2[C:12](=[CH:13][CH:14]=[CH:15][CH:16]=2)[C:11]([C:26]2[CH:27]=[CH:28][C:29]([O:40]S(C(F)(F)F)(=O)=O)=[C:30]([C:32]3[CH:37]=[CH:36][CH:35]=[C:34]([O:38][CH3:39])[CH:33]=3)[CH:31]=2)([C:18]2[CH:23]=[CH:22][C:21]([O:24][CH3:25])=[CH:20][CH:19]=2)[N:10]=1)=O)(C)(C)C.[F:48][C:49]([F:54])([F:53])[C:50]([OH:52])=[O:51], predict the reaction product. The product is: [F:48][C:49]([F:54])([F:53])[C:50]([OH:52])=[O:51].[NH2:8][C:9]1[C:17]2[C:12](=[CH:13][CH:14]=[CH:15][CH:16]=2)[C:11]([C:26]2[CH:31]=[C:30]([C:32]3[CH:37]=[CH:36][CH:35]=[C:34]([O:38][CH3:39])[CH:33]=3)[C:29]([OH:40])=[CH:28][CH:27]=2)([C:18]2[CH:19]=[CH:20][C:21]([O:24][CH3:25])=[CH:22][CH:23]=2)[N:10]=1. (4) Given the reactants [NH2:1][C:2]1[CH:7]=[C:6]([F:8])[CH:5]=[CH:4][C:3]=1[OH:9].[CH3:10][C:11]1([C:24]([O-])=O)[CH2:16][CH2:15][N:14](C(OC(C)(C)C)=O)[CH2:13][CH2:12]1, predict the reaction product. The product is: [F:8][C:6]1[CH:5]=[CH:4][C:3]2[O:9][C:10]([C:11]3([CH3:24])[CH2:16][CH2:15][NH:14][CH2:13][CH2:12]3)=[N:1][C:2]=2[CH:7]=1.